From a dataset of Catalyst prediction with 721,799 reactions and 888 catalyst types from USPTO. Predict which catalyst facilitates the given reaction. (1) Reactant: [N:1]#[C:2]Br.[CH3:4][C:5]1[CH:10]=[C:9]([CH3:11])[CH:8]=[C:7]([CH3:12])[C:6]=1[NH:13][CH2:14][CH2:15][NH2:16]. Product: [CH3:12][C:7]1[CH:8]=[C:9]([CH3:11])[CH:10]=[C:5]([CH3:4])[C:6]=1[N:13]1[CH2:14][CH2:15][N:16]=[C:2]1[NH2:1]. The catalyst class is: 8. (2) Reactant: [CH:1]1([S:4]([C:7]2[CH:12]=[CH:11][C:10]([CH:13]([CH2:18][CH:19]3[CH2:24][CH2:23][O:22][CH2:21][CH2:20]3)[C:14](=[O:17])[CH:15]=[CH2:16])=[CH:9][CH:8]=2)(=[O:6])=[O:5])[CH2:3][CH2:2]1.[CH3:25][O:26][CH2:27][CH2:28][O:29][CH2:30][C:31]1[S:35][C:34]([CH:36]=[O:37])=[N:33][CH:32]=1.C(N(CC)CC)C.O1CCCC1. Product: [CH:1]1([S:4]([C:7]2[CH:8]=[CH:9][C:10]([CH:13]([CH2:18][CH:19]3[CH2:24][CH2:23][O:22][CH2:21][CH2:20]3)[C:14](=[O:17])[CH2:15][CH2:16][C:36]([C:34]3[S:35][C:31]([CH2:30][O:29][CH2:28][CH2:27][O:26][CH3:25])=[CH:32][N:33]=3)=[O:37])=[CH:11][CH:12]=2)(=[O:6])=[O:5])[CH2:3][CH2:2]1. The catalyst class is: 433. (3) Reactant: [O:1]1[C:10]2[C:5](=[CH:6][CH:7]=[CH:8][CH:9]=2)[C:4](=O)[CH:3]=[C:2]1[C:12]([OH:14])=[O:13].[H][H]. Product: [O:1]1[C:10]2[C:5](=[CH:6][CH:7]=[CH:8][CH:9]=2)[CH2:4][CH2:3][CH:2]1[C:12]([OH:14])=[O:13]. The catalyst class is: 838. (4) Reactant: [Br:1][C:2]1[CH:7]=[C:6]([CH3:8])[CH:5]=[CH:4][C:3]=1[C:9]([OH:14])([CH2:12][F:13])[CH2:10][F:11].CCN(C(C)C)C(C)C.[CH2:24](Cl)[O:25][CH3:26].[NH4+].[Cl-]. Product: [Br:1][C:2]1[CH:7]=[C:6]([CH3:8])[CH:5]=[CH:4][C:3]=1[C:9]([O:14][CH2:24][O:25][CH3:26])([CH2:10][F:11])[CH2:12][F:13]. The catalyst class is: 2. (5) Reactant: [CH2:1]([SnH:5]([CH2:10][CH2:11][CH2:12][CH3:13])[CH2:6][CH2:7][CH2:8][CH3:9])[CH2:2][CH2:3][CH3:4].CC(N=NC(C#N)(C)C)(C#N)C.[CH2:26]([O:28][C:29](=[O:45])[CH:30]=[C:31]([CH3:44])[CH:32]=[C:33](S(C1C=CC=CC=1)(=O)=O)[F:34])[CH3:27]. Product: [CH2:26]([O:28][C:29](=[O:45])[CH:30]=[C:31]([CH3:44])[CH:32]=[C:33]([F:34])[Sn:5]([CH2:6][CH2:7][CH2:8][CH3:9])([CH2:10][CH2:11][CH2:12][CH3:13])[CH2:1][CH2:2][CH2:3][CH3:4])[CH3:27]. The catalyst class is: 48. (6) Reactant: [Cl:1][C:2]1[CH:34]=[CH:33][CH:32]=[C:31]([Cl:35])[C:3]=1[C:4]([O:6][CH:7]([CH2:12][C:13]1[CH:14]=[C:15]2[C:20](=[CH:21][CH:22]=1)[N:19]=[C:18]([C:23]1[C:28]([Cl:29])=[CH:27][CH:26]=[CH:25][C:24]=1[Cl:30])[CH:17]=[CH:16]2)[C:8]([O:10]C)=[O:9])=[O:5].[Li+].[OH-].OO.OS([O-])(=O)=O.[K+]. Product: [Cl:1][C:2]1[CH:34]=[CH:33][CH:32]=[C:31]([Cl:35])[C:3]=1[C:4]([O:6][CH:7]([CH2:12][C:13]1[CH:14]=[C:15]2[C:20](=[CH:21][CH:22]=1)[N:19]=[C:18]([C:23]1[C:28]([Cl:29])=[CH:27][CH:26]=[CH:25][C:24]=1[Cl:30])[CH:17]=[CH:16]2)[C:8]([OH:10])=[O:9])=[O:5]. The catalyst class is: 1.